Dataset: TCR-epitope binding with 47,182 pairs between 192 epitopes and 23,139 TCRs. Task: Binary Classification. Given a T-cell receptor sequence (or CDR3 region) and an epitope sequence, predict whether binding occurs between them. (1) The epitope is HTTDPSFLGRY. The TCR CDR3 sequence is CASSLTPVETQYF. Result: 1 (the TCR binds to the epitope). (2) The epitope is KMQRMLLEK. The TCR CDR3 sequence is CASSQDWTSYNEQFF. Result: 0 (the TCR does not bind to the epitope). (3) The epitope is VLQAVGACV. The TCR CDR3 sequence is CASTLDDPNTEAFF. Result: 1 (the TCR binds to the epitope). (4) The epitope is TSDLATNNLVVMAY. The TCR CDR3 sequence is CASSSTSGGFTDTQYF. Result: 1 (the TCR binds to the epitope). (5) The epitope is KLNVGDYFV. The TCR CDR3 sequence is CASSLMGTGSYEQYF. Result: 1 (the TCR binds to the epitope). (6) The epitope is VLAWLYAAV. The TCR CDR3 sequence is CASSLWDQETQYF. Result: 0 (the TCR does not bind to the epitope). (7) The epitope is GLNKIVRMY. The TCR CDR3 sequence is CASSEDSSYEQYF. Result: 0 (the TCR does not bind to the epitope).